The task is: Predict the reactants needed to synthesize the given product.. This data is from Full USPTO retrosynthesis dataset with 1.9M reactions from patents (1976-2016). Given the product [N:28]1[CH:33]=[CH:32][C:31]([C:2]2[CH:7]=[CH:6][C:5]([NH:8][S:9]([C:12]3[S:16][C:15]4[CH:17]=[CH:18][C:19]([F:21])=[CH:20][C:14]=4[C:13]=3[CH3:22])(=[O:10])=[O:11])=[C:4]([O:23][C:24]([F:27])([F:26])[F:25])[CH:3]=2)=[CH:30][CH:29]=1, predict the reactants needed to synthesize it. The reactants are: Br[C:2]1[CH:7]=[CH:6][C:5]([NH:8][S:9]([C:12]2[S:16][C:15]3[CH:17]=[CH:18][C:19]([F:21])=[CH:20][C:14]=3[C:13]=2[CH3:22])(=[O:11])=[O:10])=[C:4]([O:23][C:24]([F:27])([F:26])[F:25])[CH:3]=1.[N:28]1[CH:33]=[CH:32][C:31](B(O)O)=[CH:30][CH:29]=1.